Dataset: Forward reaction prediction with 1.9M reactions from USPTO patents (1976-2016). Task: Predict the product of the given reaction. (1) Given the reactants [CH:1]1([O:7][C:8]([O:10][CH2:11][CH2:12][O:13][C:14]([C:16]2[N:17]=[C:18]([C:47]([F:50])([F:49])[F:48])[N:19]3[CH2:24][CH2:23][N:22]([C:25](=[O:46])[CH2:26][C@H:27]([NH:38]C(OC(C)(C)C)=O)[CH2:28][C:29]4[CH:34]=[C:33]([F:35])[C:32]([F:36])=[CH:31][C:30]=4[F:37])[CH2:21][C:20]=23)=[O:15])=[O:9])[CH2:6][CH2:5][CH2:4][CH2:3][CH2:2]1.[ClH:51], predict the reaction product. The product is: [ClH:51].[CH:1]1([O:7][C:8]([O:10][CH2:11][CH2:12][O:13][C:14]([C:16]2[N:17]=[C:18]([C:47]([F:48])([F:49])[F:50])[N:19]3[CH2:24][CH2:23][N:22]([C:25](=[O:46])[CH2:26][C@H:27]([NH2:38])[CH2:28][C:29]4[CH:34]=[C:33]([F:35])[C:32]([F:36])=[CH:31][C:30]=4[F:37])[CH2:21][C:20]=23)=[O:15])=[O:9])[CH2:2][CH2:3][CH2:4][CH2:5][CH2:6]1. (2) Given the reactants [Cl:1][C:2]1[CH:3]=[CH:4][C:5]([CH3:9])=[C:6]([OH:8])[CH:7]=1.Cl[C:11]1[C:16]([C:17]([O:19][CH2:20][CH3:21])=[O:18])=[CH:15][N:14]=[C:13]([C:22]2[CH:27]=[CH:26][CH:25]=[CH:24][CH:23]=2)[N:12]=1.C(=O)([O-])[O-].[K+].[K+], predict the reaction product. The product is: [Cl:1][C:2]1[CH:3]=[CH:4][C:5]([CH3:9])=[C:6]([CH:7]=1)[O:8][C:15]1[C:16]([C:17]([O:19][CH2:20][CH3:21])=[O:18])=[CH:11][N:12]=[C:13]([C:22]2[CH:27]=[CH:26][CH:25]=[CH:24][CH:23]=2)[N:14]=1. (3) Given the reactants [CH3:1][S:2]([C:5]1[CH:10]=[CH:9][C:8]([C:11]2[N:16]=[CH:15][C:14]([O:17][CH2:18][CH:19]3[CH2:24][CH2:23][N:22]([C:25](OC(C)(C)C)=O)[CH2:21][CH2:20]3)=[CH:13][CH:12]=2)=[CH:7][CH:6]=1)(=[O:4])=[O:3].C(O)(C(F)(F)F)=O.C([O-])([O-])=O.[K+].[K+].ClC1[CH:51]=[CH:50][C:49]([C:52]([F:55])([F:54])[F:53])=[CH:48][N:47]=1, predict the reaction product. The product is: [CH3:1][S:2]([C:5]1[CH:6]=[CH:7][C:8]([C:11]2[CH:12]=[CH:13][C:14]([O:17][CH2:18][CH:19]3[CH2:24][CH2:23][N:22]([C:25]4[CH:51]=[CH:50][C:49]([C:52]([F:55])([F:54])[F:53])=[CH:48][N:47]=4)[CH2:21][CH2:20]3)=[CH:15][N:16]=2)=[CH:9][CH:10]=1)(=[O:4])=[O:3]. (4) Given the reactants [C:20]1([B-]([C:20]2[CH:25]=[CH:24][CH:23]=[CH:22][CH:21]=2)([C:20]2[CH:25]=[CH:24][CH:23]=[CH:22][CH:21]=2)[C:26]2C=CC=C[CH:26]=2)[CH:25]=[CH:24][CH:23]=[CH:22][CH:21]=1.[C:26]([PH+](C(C)(C)C)C(C)(C)C)(C)(C)C.[C:63]1([CH3:66])[CH:64]=[CH:65][C:60]([B-]([C:60]2[CH:65]=[CH:64][C:63]([CH3:66])=[CH:62][CH:61]=2)([C:60]2[CH:65]=[CH:64][C:63]([CH3:66])=[CH:62][CH:61]=2)[C:60]2[CH:65]=[CH:64][C:63]([CH3:66])=[CH:62][CH:61]=2)=[CH:61][CH:62]=1.C([PH+](C(C)(C)C)C(C)(C)C)(C)(C)C.C(P(C(C)(C)C)C(C)(C)C)(C)(C)C, predict the reaction product. The product is: [C:63]1([C:66]#[C:26][C:20]2[CH:21]=[CH:22][CH:23]=[CH:24][CH:25]=2)[CH:62]=[CH:61][CH:60]=[CH:65][CH:64]=1.